This data is from Reaction yield outcomes from USPTO patents with 853,638 reactions. The task is: Predict the reaction yield, written as a fraction of the theoretical maximum amount of product (1.0 means a 100% yield; for example, 0.34 means a 34% yield). (1) No catalyst specified. The product is [CH2:14]([C:12]1[S:13][C:9]([C:6]2[CH:5]=[CH:4][C:3]([O:2][CH3:1])=[CH:8][CH:7]=2)=[CH:10][CH:11]=1)[C:16]1[CH:17]=[CH:18][CH:19]=[CH:20][CH:21]=1. The reactants are [CH3:1][O:2][C:3]1[CH:8]=[CH:7][C:6]([C:9]2[S:13][C:12]([CH:14]([C:16]3[CH:21]=[CH:20][CH:19]=[CH:18][CH:17]=3)O)=[CH:11][CH:10]=2)=[CH:5][CH:4]=1.C([SiH](CC)CC)C. The yield is 0.990. (2) The reactants are [C:1]([C:3]1[CH:4]=[C:5]([OH:9])[CH:6]=[CH:7][CH:8]=1)#[CH:2].Br[CH2:11][CH2:12][O:13][CH2:14][CH3:15].C([O-])([O-])=O.[Cs+].[Cs+]. The catalyst is CN(C=O)C.O.CCOC(C)=O. The product is [CH2:12]([O:13][CH2:14][CH2:15][O:9][C:5]1[CH:6]=[CH:7][CH:8]=[C:3]([C:1]#[CH:2])[CH:4]=1)[CH3:11]. The yield is 0.960. (3) The reactants are CCCC[N+](CCCC)(CCCC)CCCC.[F-].[CH3:19][O:20][C:21](=[O:78])[C:22]1[CH:27]=[CH:26][C:25]([O:28][CH2:29][CH2:30][C:31]2[C:39]3[C:34](=[CH:35][CH:36]=[C:37]([Cl:40])[CH:38]=3)[N:33]([CH:41]([C:48]3[CH:53]=[CH:52][CH:51]=[CH:50][CH:49]=3)[C:42]3[CH:47]=[CH:46][CH:45]=[CH:44][CH:43]=3)[C:32]=2[CH2:54][CH2:55][O:56][Si](C(C)(C)C)(C2C=CC=CC=2)C2C=CC=CC=2)=[CH:24][C:23]=1[O:74][CH:75]([CH3:77])[CH3:76]. The catalyst is C1COCC1. The product is [CH3:19][O:20][C:21](=[O:78])[C:22]1[CH:27]=[CH:26][C:25]([O:28][CH2:29][CH2:30][C:31]2[C:39]3[C:34](=[CH:35][CH:36]=[C:37]([Cl:40])[CH:38]=3)[N:33]([CH:41]([C:42]3[CH:43]=[CH:44][CH:45]=[CH:46][CH:47]=3)[C:48]3[CH:53]=[CH:52][CH:51]=[CH:50][CH:49]=3)[C:32]=2[CH2:54][CH2:55][OH:56])=[CH:24][C:23]=1[O:74][CH:75]([CH3:76])[CH3:77]. The yield is 0.700. (4) The reactants are [CH:1]([C:4]1[C:8]2[CH:9]=[CH:10][CH:11]=[CH:12][C:7]=2[O:6][C:5]=1[CH2:13][NH:14][CH3:15])([CH3:3])[CH3:2].Cl.C[C:18]1(C)[O:23][C:22]2[CH:24]=[C:25]([CH:28]=[CH:29][C:30]([OH:32])=O)[CH:26]=[N:27][C:21]=2[NH:20][CH2:19]1.[OH:34]N1C2C=CC=CC=2N=N1.C(N(C(C)C)CC)(C)C.CN(C)CCCN=C=NCC. The catalyst is CN(C=O)C.O. The product is [CH:1]([C:4]1[C:8]2[CH:9]=[CH:10][CH:11]=[CH:12][C:7]=2[O:6][C:5]=1[CH2:13][N:14]([CH3:15])[C:30](=[O:32])/[CH:29]=[CH:28]/[C:25]1[CH:26]=[N:27][C:21]2[NH:20][C:19](=[O:34])[CH2:18][O:23][C:22]=2[CH:24]=1)([CH3:3])[CH3:2]. The yield is 0.0700. (5) The reactants are [N:1]1[CH:6]=[CH:5][CH:4]=[CH:3][C:2]=1[NH:7][CH2:8][C:9]1([C:15]2[CH:20]=[CH:19][C:18]([OH:21])=[CH:17][CH:16]=2)[CH2:14][CH2:13][O:12][CH2:11][CH2:10]1.Br[CH2:23][CH2:24][CH2:25][CH2:26][Cl:27].C(=O)([O-])[O-].[K+].[K+]. The catalyst is CN(C=O)C. The product is [Cl:27][CH2:26][CH2:25][CH2:24][CH2:23][O:21][C:18]1[CH:19]=[CH:20][C:15]([C:9]2([CH2:8][NH:7][C:2]3[CH:3]=[CH:4][CH:5]=[CH:6][N:1]=3)[CH2:10][CH2:11][O:12][CH2:13][CH2:14]2)=[CH:16][CH:17]=1. The yield is 0.630. (6) The reactants are [Br:1][C:2]1[C:3]([Cl:20])=[C:4]([C:16]([F:19])([F:18])[F:17])[C:5]([NH:8]C(=O)OC(C)(C)C)=[N:6][CH:7]=1.C(O)(C(F)(F)F)=O. The catalyst is C(Cl)Cl. The product is [Br:1][C:2]1[C:3]([Cl:20])=[C:4]([C:16]([F:17])([F:18])[F:19])[C:5]([NH2:8])=[N:6][CH:7]=1. The yield is 0.990. (7) The reactants are [K+].[C:2]([C:4]1[N:5]=[C:6]([C:17]([O-:19])=O)[N:7]([CH2:9][O:10][CH2:11][CH2:12][Si:13]([CH3:16])([CH3:15])[CH3:14])[CH:8]=1)#[N:3].CCN(C(C)C)C(C)C.C1CN([P+](Br)(N2CCCC2)N2CCCC2)CC1.F[P-](F)(F)(F)(F)F.[C:53]([O:57][C:58]([N:60]1[CH2:65][CH2:64][CH:63]([C:66]2[CH:71]=[CH:70][C:69]([NH2:72])=[C:68]([C:73]3[CH2:78][CH2:77][CH2:76][CH2:75][CH:74]=3)[CH:67]=2)[CH2:62][CH2:61]1)=[O:59])([CH3:56])([CH3:55])[CH3:54]. The catalyst is C(Cl)Cl.CCOC(C)=O. The product is [C:53]([O:57][C:58]([N:60]1[CH2:65][CH2:64][CH:63]([C:66]2[CH:71]=[CH:70][C:69]([NH:72][C:17]([C:6]3[N:7]([CH2:9][O:10][CH2:11][CH2:12][Si:13]([CH3:14])([CH3:15])[CH3:16])[CH:8]=[C:4]([C:2]#[N:3])[N:5]=3)=[O:19])=[C:68]([C:73]3[CH2:78][CH2:77][CH2:76][CH2:75][CH:74]=3)[CH:67]=2)[CH2:62][CH2:61]1)=[O:59])([CH3:56])([CH3:54])[CH3:55]. The yield is 0.850. (8) The reactants are C([N:5]1[C:10](=[O:11])[C:9]([Cl:12])=[C:8]([O:13][CH2:14][C:15]2[CH:20]=[CH:19][C:18]([CH2:21][O:22][CH2:23][CH2:24][OH:25])=[CH:17][CH:16]=2)[CH:7]=[N:6]1)(C)(C)C.[C:26]1([CH3:36])[CH:31]=[CH:30][C:29]([S:32](Cl)(=[O:34])=[O:33])=[CH:28][CH:27]=1.[CH2:37](N(CC)CC)C.CCC[CH2:47][CH2:48][CH3:49]. The yield is 0.770. The catalyst is ClCCl.C(OCC)(=O)C. The product is [C:48]([CH:14]([O:13][C:8]1[CH:7]=[N:6][NH:5][C:10](=[O:11])[C:9]=1[Cl:12])[C:15]1[CH:16]=[CH:17][C:18]([CH2:21][O:22][CH2:23][CH2:24][O:25][S:32]([C:29]2[CH:30]=[CH:31][C:26]([CH3:36])=[CH:27][CH:28]=2)(=[O:34])=[O:33])=[CH:19][CH:20]=1)([CH3:47])([CH3:49])[CH3:37]. (9) The reactants are [CH3:1][C:2]1([CH3:37])[CH2:6][C:5]2([CH2:11][CH2:10][C:9]([C:12]3[C:13]([CH2:23][N:24]([CH3:36])[CH2:25][CH2:26][N:27]([CH3:35])[C:28](=[O:34])[O:29][C:30]([CH3:33])([CH3:32])[CH3:31])=[N:14][N:15]([CH:17]4[CH2:22][CH2:21][CH2:20][CH2:19][O:18]4)[CH:16]=3)=[CH:8][CH2:7]2)[O:4][CH2:3]1.[H][H]. The catalyst is [OH-].[OH-].[Pd+2].O1CCCC1. The product is [CH3:1][C:2]1([CH3:37])[CH2:6][C:5]2([CH2:11][CH2:10][CH:9]([C:12]3[C:13]([CH2:23][N:24]([CH3:36])[CH2:25][CH2:26][N:27]([CH3:35])[C:28](=[O:34])[O:29][C:30]([CH3:31])([CH3:32])[CH3:33])=[N:14][N:15]([CH:17]4[CH2:22][CH2:21][CH2:20][CH2:19][O:18]4)[CH:16]=3)[CH2:8][CH2:7]2)[O:4][CH2:3]1. The yield is 1.00.